Task: Predict the reaction yield, written as a fraction of the theoretical maximum amount of product (1.0 means a 100% yield; for example, 0.34 means a 34% yield).. Dataset: Reaction yield outcomes from USPTO patents with 853,638 reactions The reactants are CO.CCN(CC)CC.[NH2:10][C:11]1[C:16]([N+:17]([O-])=O)=[CH:15][C:14]([C:20]2[CH:21]=[N:22][C:23]([C:26]([OH:29])([CH3:28])[CH3:27])=[N:24][CH:25]=2)=[C:13]([F:30])[C:12]=1[CH:31]1[CH2:35][CH2:34][CH2:33][O:32]1. The catalyst is [Pd].C1COCC1. The product is [NH2:10][C:11]1[C:16]([NH2:17])=[CH:15][C:14]([C:20]2[CH:21]=[N:22][C:23]([C:26]([OH:29])([CH3:27])[CH3:28])=[N:24][CH:25]=2)=[C:13]([F:30])[C:12]=1[CH:31]1[CH2:35][CH2:34][CH2:33][O:32]1. The yield is 0.990.